Predict the reaction yield, written as a fraction of the theoretical maximum amount of product (1.0 means a 100% yield; for example, 0.34 means a 34% yield). From a dataset of Reaction yield outcomes from USPTO patents with 853,638 reactions. (1) The reactants are [N:1]([CH2:4][CH2:5][NH:6]C(=O)CCCCCCCCCCCCC)=[N+:2]=[N-:3].[S:22]1[CH:26]=[CH:25][CH:24]=[C:23]1[S:27](Cl)(=[O:29])=[O:28].N(CCN)=[N+]=[N-].C(N(CC)CC)C. The catalyst is ClCCl. The product is [N:1]([CH2:4][CH2:5][NH:6][S:27]([C:23]1[S:22][CH:26]=[CH:25][CH:24]=1)(=[O:29])=[O:28])=[N+:2]=[N-:3]. The yield is 0.800. (2) The reactants are [CH3:1][C:2]1[N:7]=[C:6]([C:8]([OH:10])=O)[CH:5]=[CH:4][C:3]=1[C:11]1[CH:19]=[C:18]([C:20]([F:23])([F:22])[F:21])[CH:17]=[C:16]2[C:12]=1[CH:13]=[N:14][NH:15]2.C1C=CC2N(O)N=NC=2C=1.C(Cl)CCl.[NH2:38][CH2:39][CH2:40][OH:41].C(N(C(C)C)C(C)C)C. The catalyst is CN(C=O)C.CCOC(C)=O. The product is [OH:41][CH2:40][CH2:39][NH:38][C:8](=[O:10])[C:6]1[CH:5]=[CH:4][C:3]([C:11]2[CH:19]=[C:18]([C:20]([F:23])([F:21])[F:22])[CH:17]=[C:16]3[C:12]=2[CH:13]=[N:14][NH:15]3)=[C:2]([CH3:1])[N:7]=1. The yield is 0.363.